From a dataset of Full USPTO retrosynthesis dataset with 1.9M reactions from patents (1976-2016). Predict the reactants needed to synthesize the given product. (1) Given the product [C:22]([O:21][C:19]([N:1]1[C:9]2[C:4](=[CH:5][CH:6]=[CH:7][CH:8]=2)[C:3]([CH2:10][C:11]#[N:12])=[CH:2]1)=[O:20])([CH3:25])([CH3:24])[CH3:23], predict the reactants needed to synthesize it. The reactants are: [NH:1]1[C:9]2[C:4](=[CH:5][CH:6]=[CH:7][CH:8]=2)[C:3]([CH2:10][C:11]#[N:12])=[CH:2]1.C([O-])([O-])=O.[K+].[K+].[C:19](O[C:19]([O:21][C:22]([CH3:25])([CH3:24])[CH3:23])=[O:20])([O:21][C:22]([CH3:25])([CH3:24])[CH3:23])=[O:20].O. (2) The reactants are: [O:1]=[C:2]1[C:10](=[O:11])[C:9]2[C:4](=[CH:5][CH:6]=[C:7]([S:12](Cl)(=[O:14])=[O:13])[CH:8]=2)[NH:3]1.[Na].[NH:17]1C2[C:22](=CC(S(O)(=O)=O)=CC=2)[C:20](=O)[C:18]1=O.O=P(Cl)(Cl)Cl.CCN(C(C)C)C(C)C.C(N)CC. Given the product [CH2:18]([NH:17][S:12]([C:7]1[CH:8]=[C:9]2[C:4](=[CH:5][CH:6]=1)[NH:3][C:2](=[O:1])[C:10]2=[O:11])(=[O:14])=[O:13])[CH2:20][CH3:22], predict the reactants needed to synthesize it. (3) Given the product [CH3:16][O:17][C:18](=[O:28])[C:6]1[CH:7]=[C:2]([I:1])[CH:3]=[CH:4][C:5]=1[N:8]1[C:12](=[O:13])[CH2:11][C:10](=[O:14])[NH:9]1, predict the reactants needed to synthesize it. The reactants are: [I:1][C:2]1[CH:7]=[CH:6][C:5]([N:8]2[C:12](=[O:13])[CH2:11][C:10](=[O:14])[NH:9]2)=[CH:4][CH:3]=1.Cl.[CH3:16][O:17][C:18](=[O:28])C1C=C(I)C=CC=1NN.CCOC(C)=O. (4) Given the product [CH3:23][N:22]([CH3:24])[C:20]([C:19]1[C:18]([CH3:29])=[C:17]([N:16]=[C:1]=[O:2])[C:27]([CH3:28])=[CH:26][CH:25]=1)=[O:21], predict the reactants needed to synthesize it. The reactants are: [C:1](OC(OC(C)(C)C)=O)(OC(C)(C)C)=[O:2].[NH2:16][C:17]1[C:18]([CH3:29])=[C:19]([CH:25]=[CH:26][C:27]=1[CH3:28])[C:20]([N:22]([CH3:24])[CH3:23])=[O:21]. (5) Given the product [NH2:35][C:36]1([C:40]2[CH:41]=[CH:42][C:43]([C:46]3[C:47]([C:57]4[CH:62]=[CH:61][CH:60]=[CH:59][CH:58]=4)=[CH:48][C:49]4[NH:54][C:53](=[O:55])[CH2:52][O:51][C:50]=4[N:56]=3)=[CH:44][CH:45]=2)[CH2:39][CH2:38][CH2:37]1, predict the reactants needed to synthesize it. The reactants are: NC1(C2C=CC(C3C(C4C=CC=CC=4)=CC4C(=O)CCCC=4N=3)=CC=2)CCC1.C(OC(=O)[NH:35][C:36]1([C:40]2[CH:45]=[CH:44][C:43]([C:46]3[C:47]([C:57]4[CH:62]=[CH:61][CH:60]=[CH:59][CH:58]=4)=[CH:48][C:49]4[NH:54][C:53](=[O:55])[CH2:52][O:51][C:50]=4[N:56]=3)=[CH:42][CH:41]=2)[CH2:39][CH2:38][CH2:37]1)(C)(C)C. (6) The reactants are: [Cl:1][C:2]1[CH:3]=[C:4]([NH:9][NH2:10])[CH:5]=[CH:6][C:7]=1[Cl:8].Cl.[C:12]1(NN)[CH:17]=CC=[CH:14][CH:13]=1. Given the product [Cl:1][C:2]1[CH:3]=[C:4]([N:9]2[CH:17]=[CH:12][C:13]([CH3:14])=[N:10]2)[CH:5]=[CH:6][C:7]=1[Cl:8], predict the reactants needed to synthesize it. (7) Given the product [C:33]([C:32]1[CH:35]=[C:28]([CH:29]=[CH:30][C:31]=1[O:36][CH:37]([CH3:39])[CH3:38])[CH2:27][O:1][C:2]1[CH:10]=[CH:9][C:8]2[NH:7][C:6]3[CH:11]([CH2:14][C:15]([O:17][CH2:18][CH3:19])=[O:16])[CH2:12][CH2:13][C:5]=3[C:4]=2[CH:3]=1)#[N:34], predict the reactants needed to synthesize it. The reactants are: [OH:1][C:2]1[CH:10]=[CH:9][C:8]2[NH:7][C:6]3[CH:11]([CH2:14][C:15]([O:17][CH2:18][CH3:19])=[O:16])[CH2:12][CH2:13][C:5]=3[C:4]=2[CH:3]=1.C(=O)([O-])[O-].[Cs+].[Cs+].Cl[CH2:27][C:28]1[CH:29]=[CH:30][C:31]([O:36][CH:37]([CH3:39])[CH3:38])=[C:32]([CH:35]=1)[C:33]#[N:34]. (8) Given the product [C:1]1([CH2:11][C:12]([O:14][CH2:15][CH3:16])=[O:13])[CH:2]=[CH:3][C:4]([CH2:7][C:8]([O:10][CH2:19][CH3:20])=[O:9])=[CH:5][CH:6]=1, predict the reactants needed to synthesize it. The reactants are: [C:1]1([CH2:11][C:12]([OH:14])=[O:13])[CH:6]=[CH:5][C:4]([CH2:7][C:8]([OH:10])=[O:9])=[CH:3][CH:2]=1.[C:15](Cl)(=O)[CH3:16].[CH2:19](O)[CH3:20]. (9) Given the product [F:14][C:10]1[C:3]([O:2][CH3:1])=[C:4]([C:7]([O:11][CH3:12])=[CH:8][CH:9]=1)[CH:5]=[O:6], predict the reactants needed to synthesize it. The reactants are: [CH3:1][O:2][C:3]1[CH:10]=[CH:9][CH:8]=[C:7]([O:11][CH3:12])[C:4]=1[CH:5]=[O:6].[B-](F)(F)(F)[F:14].[B-](F)(F)(F)F.C1[N+]2(CCl)CC[N+](F)(CC2)C1.O.CCOCC.